From a dataset of Catalyst prediction with 721,799 reactions and 888 catalyst types from USPTO. Predict which catalyst facilitates the given reaction. (1) Reactant: [CH2:1]([O:3][C:4](=[O:27])[CH:5]([O:24][CH2:25][CH3:26])[CH2:6][C:7]1[CH:12]=[CH:11][C:10]([O:13][CH2:14][CH2:15][NH:16][CH2:17][CH2:18][CH2:19][CH2:20][CH2:21][CH2:22][CH3:23])=[CH:9][CH:8]=1)[CH3:2].Cl[C:29](Cl)([O:31][C:32](=[O:38])OC(Cl)(Cl)Cl)Cl.C(N(CC)CC)C.[F:47][C:48]([F:52])([F:51])CO. Product: [CH2:1]([O:3][C:4](=[O:27])[CH:5]([O:24][CH2:25][CH3:26])[CH2:6][C:7]1[CH:12]=[CH:11][C:10]([O:13][CH2:14][CH2:15][N:16]([CH2:17][CH2:18][CH2:19][CH2:20][CH2:21][CH2:22][CH3:23])[C:32]([O:31][CH2:29][C:48]([F:52])([F:51])[F:47])=[O:38])=[CH:9][CH:8]=1)[CH3:2]. The catalyst class is: 2. (2) Reactant: [N:1]([C:4]1[C:13]([S:14][CH2:15][C:16]2[CH:21]=[CH:20][CH:19]=[CH:18][CH:17]=2)=[CH:12][C:7]([C:8]([O:10][CH3:11])=[O:9])=[C:6]([NH:22][C:23]2[CH:28]=[CH:27][CH:26]=[CH:25][C:24]=2[F:29])[C:5]=1[F:30])=[N+]=[N-].[H][H]. Product: [NH2:1][C:4]1[C:13]([S:14][CH2:15][C:16]2[CH:21]=[CH:20][CH:19]=[CH:18][CH:17]=2)=[CH:12][C:7]([C:8]([O:10][CH3:11])=[O:9])=[C:6]([NH:22][C:23]2[CH:28]=[CH:27][CH:26]=[CH:25][C:24]=2[F:29])[C:5]=1[F:30]. The catalyst class is: 19.